This data is from Peptide-MHC class I binding affinity with 185,985 pairs from IEDB/IMGT. The task is: Regression. Given a peptide amino acid sequence and an MHC pseudo amino acid sequence, predict their binding affinity value. This is MHC class I binding data. (1) The peptide sequence is LAALFMYYAK. The MHC is HLA-A31:01 with pseudo-sequence HLA-A31:01. The binding affinity (normalized) is 0.615. (2) The peptide sequence is VPAYSFLPGV. The MHC is HLA-B51:01 with pseudo-sequence HLA-B51:01. The binding affinity (normalized) is 0.202.